From a dataset of Full USPTO retrosynthesis dataset with 1.9M reactions from patents (1976-2016). Predict the reactants needed to synthesize the given product. (1) Given the product [ClH:41].[CH:1]([O:4][C:5]1[CH:10]=[CH:9][C:8]([N:11]2[C:16](=[O:17])[C:15]([CH2:18][C:19]3[CH:24]=[CH:23][C:22]([C:25]4[CH:30]=[CH:29][CH:28]=[CH:27][C:26]=4[C:31]4[NH:35][C:34](=[O:36])[O:33][N:32]=4)=[CH:21][CH:20]=3)=[C:14]([CH2:37][CH2:38][CH3:39])[N:13]=[C:12]2[CH3:40])=[CH:7][CH:6]=1)([CH3:3])[CH3:2], predict the reactants needed to synthesize it. The reactants are: [CH:1]([O:4][C:5]1[CH:10]=[CH:9][C:8]([N:11]2[C:16](=[O:17])[C:15]([CH2:18][C:19]3[CH:24]=[CH:23][C:22]([C:25]4[CH:30]=[CH:29][CH:28]=[CH:27][C:26]=4[C:31]4[NH:35][C:34](=[O:36])[O:33][N:32]=4)=[CH:21][CH:20]=3)=[C:14]([CH2:37][CH2:38][CH3:39])[N:13]=[C:12]2[CH3:40])=[CH:7][CH:6]=1)([CH3:3])[CH3:2].[ClH:41].C(OCC)(=O)C.C(OC(C)C)(C)C. (2) Given the product [C:18]([O:17][C:15]([N:14]([C:9]1[C:8]([C:6]2[O:5][N:4]=[C:3]([CH2:2][Br:43])[CH:7]=2)=[CH:13][CH:12]=[CH:11][N:10]=1)[C:22]([O:24][C:25]([CH3:27])([CH3:26])[CH3:28])=[O:23])=[O:16])([CH3:20])([CH3:19])[CH3:21], predict the reactants needed to synthesize it. The reactants are: O[CH2:2][C:3]1[CH:7]=[C:6]([C:8]2[C:9]([N:14]([C:22]([O:24][C:25]([CH3:28])([CH3:27])[CH3:26])=[O:23])[C:15]([O:17][C:18]([CH3:21])([CH3:20])[CH3:19])=[O:16])=[N:10][CH:11]=[CH:12][CH:13]=2)[O:5][N:4]=1.C(N(CC)CC)C.COCCOC.P(Br)(Br)[Br:43]. (3) Given the product [Cl:8][C:5]1[CH:6]=[CH:7][C:2]([CH2:16][C:17]([CH3:22])([CH3:21])[C:18]([NH2:11])=[O:19])=[N:3][CH:4]=1, predict the reactants needed to synthesize it. The reactants are: N[C:2]1[CH:7]=[CH:6][C:5]([Cl:8])=[CH:4][N:3]=1.C([N:11](CC)CC)C.[CH3:16][C:17]([CH3:22])([CH3:21])[C:18](Cl)=[O:19]. (4) Given the product [CH3:24][C:19]1([CH3:23])[CH2:18][CH2:17][C:16]([CH3:26])([CH3:25])[C:15]2[CH:14]=[C:13]([C:8]3([C:5]4[CH:4]=[CH:3][C:2](/[CH:36]=[CH:35]/[C:34]([O:38][CH3:39])=[O:37])=[CH:7][CH:6]=4)[O:9][CH2:10][CH2:11][O:12]3)[CH:22]=[CH:21][C:20]1=2, predict the reactants needed to synthesize it. The reactants are: I[C:2]1[CH:7]=[CH:6][C:5]([C:8]2([C:13]3[CH:22]=[CH:21][C:20]4[C:19]([CH3:24])([CH3:23])[CH2:18][CH2:17][C:16]([CH3:26])([CH3:25])[C:15]=4[CH:14]=3)[O:12][CH2:11][CH2:10][O:9]2)=[CH:4][CH:3]=1.CCN(CC)CC.[C:34]([O:38][CH3:39])(=[O:37])[CH:35]=[CH2:36]. (5) Given the product [Cl:29][C:28]1[C:20]([Cl:19])=[CH:21][C:22]2[N:9]([CH2:36][C:37]([C:39]3[C:40]([C:45]4[CH:50]=[CH:49][CH:48]=[CH:47][CH:46]=4)=[N:41][O:42][C:43]=3[CH3:44])=[O:38])[C:24]([CH2:30][C:31]([F:32])([F:33])[F:34])=[N:25][C:26]=2[CH:27]=1, predict the reactants needed to synthesize it. The reactants are: [H-].[Na+].ClC1C2N=C(CC(F)(F)F)[N:9](Cl)C=2C=CC=1.[Cl:19][C:20]1[CH:21]=[C:22]2[C:26](=[CH:27][C:28]=1[Cl:29])[NH:25][C:24]([CH2:30][C:31]([F:34])([F:33])[F:32])=C2.Br[CH2:36][C:37]([C:39]1[C:40]([C:45]2[CH:50]=[CH:49][CH:48]=[CH:47][CH:46]=2)=[N:41][O:42][C:43]=1[CH3:44])=[O:38].[NH4+].[Cl-]. (6) Given the product [CH:1]1([NH:7][C:8]2[C:9]([NH2:14])=[CH:10][CH:11]=[CH:12][CH:13]=2)[CH2:6][CH2:5][CH2:4][CH2:3][CH2:2]1, predict the reactants needed to synthesize it. The reactants are: [CH:1]1([NH:7][C:8]2[CH:13]=[CH:12][CH:11]=[CH:10][C:9]=2[N+:14]([O-])=O)[CH2:6][CH2:5][CH2:4][CH2:3][CH2:2]1.[H][H]. (7) Given the product [CH3:1][N:2]([CH2:30][C:31]1[CH:32]=[CH:33][C:34]([C:35]([OH:37])=[O:36])=[CH:39][CH:40]=1)[CH2:3][CH2:4][CH2:5][N:6]([CH3:29])[CH2:7][C:8](=[O:28])[NH:9][C:10]1[CH:11]=[CH:12][C:13]([O:16][C:17]2[CH:22]=[CH:21][C:20]([C:23]3[O:24][CH:25]=[CH:26][N:27]=3)=[CH:19][CH:18]=2)=[CH:14][CH:15]=1, predict the reactants needed to synthesize it. The reactants are: [CH3:1][N:2]([CH2:30][C:31]1[CH:40]=[CH:39][C:34]([C:35]([O:37]C)=[O:36])=[CH:33][CH:32]=1)[CH2:3][CH2:4][CH2:5][N:6]([CH3:29])[CH2:7][C:8](=[O:28])[NH:9][C:10]1[CH:15]=[CH:14][C:13]([O:16][C:17]2[CH:22]=[CH:21][C:20]([C:23]3[O:24][CH:25]=[CH:26][N:27]=3)=[CH:19][CH:18]=2)=[CH:12][CH:11]=1.[OH-].[Li+]. (8) Given the product [O:1]=[C:2]1[CH2:7][CH2:6][CH:5]([C:8]2[CH:9]=[CH:10][C:11]3[O:15][C:14](=[O:16])[NH:13][C:12]=3[CH:17]=2)[CH2:4][CH2:3]1, predict the reactants needed to synthesize it. The reactants are: [O:1]=[C:2]1[CH2:7][CH2:6][C:5]([C:8]2[CH:9]=[CH:10][C:11]3[O:15][C:14](=[O:16])[NH:13][C:12]=3[CH:17]=2)=[CH:4][CH2:3]1. (9) Given the product [Si:1]([O:8][C@@H:9]1[CH2:13][C:12](=[O:14])[CH:11]=[CH:10]1)([C:4]([CH3:7])([CH3:6])[CH3:5])([CH3:3])[CH3:2], predict the reactants needed to synthesize it. The reactants are: [Si:1]([O:8][C@@H:9]1[CH2:13][C@H:12]([OH:14])[CH:11]=[CH:10]1)([C:4]([CH3:7])([CH3:6])[CH3:5])([CH3:3])[CH3:2].C[N+]1([O-])CCOCC1. (10) Given the product [C:34]([C:35]1([NH:40][C:1]([C@@H:4]([O:16][C:17]([N:19]2[CH2:24][CH2:23][O:22][CH2:21][CH2:20]2)=[O:18])[CH2:5][S:6]([CH2:9][C:10]2[CH:15]=[CH:14][CH:13]=[CH:12][CH:11]=2)(=[O:8])=[O:7])=[O:3])[CH2:37][CH2:36]1)#[N:39], predict the reactants needed to synthesize it. The reactants are: [C:1]([C@@H:4]([O:16][C:17]([N:19]1[CH2:24][CH2:23][O:22][CH2:21][CH2:20]1)=[O:18])[CH2:5][S:6]([CH2:9][C:10]1[CH:15]=[CH:14][CH:13]=[CH:12][CH:11]=1)(=[O:8])=[O:7])([OH:3])=O.CN(C(ON1N=[N:40][C:35]2[CH:36]=[CH:37]C=[N:39][C:34]1=2)=[N+](C)C)C.F[P-](F)(F)(F)(F)F.Cl.NC1(C#N)CC1.CN1CCOCC1.